This data is from Full USPTO retrosynthesis dataset with 1.9M reactions from patents (1976-2016). The task is: Predict the reactants needed to synthesize the given product. (1) Given the product [CH2:31]([O:30][C:27]1[CH:26]=[CH:25][C:24]([C:16]2[C:15]([C:12]3[CH:11]=[CH:10][C:9]([S:6]([CH3:5])(=[O:7])=[O:8])=[CH:14][CH:13]=3)=[C:23]3[N:18]([N:19]=[CH:20][CH:21]=[CH:22]3)[N:17]=2)=[CH:29][CH:28]=1)[CH3:32], predict the reactants needed to synthesize it. The reactants are: B(Br)(Br)Br.[CH3:5][S:6]([C:9]1[CH:14]=[CH:13][C:12]([C:15]2[C:16]([C:24]3[CH:29]=[CH:28][C:27]([O:30][CH3:31])=[CH:26][CH:25]=3)=[N:17][N:18]3[C:23]=2[CH:22]=[CH:21][CH:20]=[N:19]3)=[CH:11][CH:10]=1)(=[O:8])=[O:7].[C:32](=O)([O-])[O-].[K+].[K+].Cl. (2) Given the product [OH:12][CH:11]([C:3]1[CH:8]=[CH:7][CH:6]=[CH:5][N:4]=1)[C:13]1[CH:14]=[C:15]([C:26]([O:28][CH2:29][CH3:30])=[O:27])[CH:16]=[C:17]([C:19]2[CH:20]=[CH:21][C:22]([CH3:25])=[CH:23][CH:24]=2)[CH:18]=1, predict the reactants needed to synthesize it. The reactants are: [Mg].Br[C:3]1[CH:8]=[CH:7][CH:6]=[CH:5][N:4]=1.II.[CH:11]([C:13]1[CH:14]=[C:15]([C:26]([O:28][CH2:29][CH3:30])=[O:27])[CH:16]=[C:17]([C:19]2[CH:24]=[CH:23][C:22]([CH3:25])=[CH:21][CH:20]=2)[CH:18]=1)=[O:12]. (3) Given the product [Cl:8][C:7]1[CH:6]=[C:5]([C:9]2[C:18]3[C:13](=[CH:14][C:15]([S:19]([NH:22][C:23]4[S:24][CH:25]=[N:26][N:27]=4)(=[O:21])=[O:20])=[CH:16][CH:17]=3)[CH:12]=[CH:11][N:10]=2)[C:4]([O:28][CH3:29])=[CH:3][C:2]=1[C:34]1[CH:35]=[CH:36][C:31]([Cl:30])=[C:32]([CH3:40])[CH:33]=1, predict the reactants needed to synthesize it. The reactants are: Br[C:2]1[C:7]([Cl:8])=[CH:6][C:5]([C:9]2[C:18]3[C:13](=[CH:14][C:15]([S:19]([NH:22][C:23]4[S:24][CH:25]=[N:26][N:27]=4)(=[O:21])=[O:20])=[CH:16][CH:17]=3)[CH:12]=[CH:11][N:10]=2)=[C:4]([O:28][CH3:29])[CH:3]=1.[Cl:30][C:31]1[CH:36]=[CH:35][C:34](B(O)O)=[CH:33][C:32]=1[CH3:40].C(=O)([O-])[O-].[K+].[K+]. (4) Given the product [NH2:23][C:22]([NH:1][C:2]1[C:3]([C:7]([NH:9][CH2:10][C:11]2[CH:16]=[CH:15][C:14]([O:17][CH3:18])=[CH:13][C:12]=2[O:19][CH3:20])=[O:8])=[N:4][NH:5][CH:6]=1)=[O:21], predict the reactants needed to synthesize it. The reactants are: [NH2:1][C:2]1[C:3]([C:7]([NH:9][CH2:10][C:11]2[CH:16]=[CH:15][C:14]([O:17][CH3:18])=[CH:13][C:12]=2[O:19][CH3:20])=[O:8])=[N:4][NH:5][CH:6]=1.[O-:21][C:22]#[N:23].[Na+].O1CCCC1.CC(O)=O. (5) Given the product [F:5][C:6]1[CH:15]=[CH:14][CH:13]=[CH:12][C:7]=1[CH2:8][NH:9][C:10]([NH:4][NH:3][CH:1]=[O:2])=[O:11], predict the reactants needed to synthesize it. The reactants are: [CH:1]([NH:3][NH2:4])=[O:2].[F:5][C:6]1[CH:15]=[CH:14][CH:13]=[CH:12][C:7]=1[CH2:8][N:9]=[C:10]=[O:11]. (6) Given the product [CH2:60]([N:67]1[CH2:71][C@H:70]([C:51]2[CH:52]=[CH:53][C:48]([Cl:47])=[C:49]([F:57])[CH:50]=2)[C@@H:69]([C:72](=[O:74])[CH3:73])[CH2:68]1)[C:61]1[CH:66]=[CH:65][CH:64]=[CH:63][CH:62]=1, predict the reactants needed to synthesize it. The reactants are: C1C=CC(P(C2C=CC3C(=CC=CC=3)C=2C2C3C(=CC=CC=3)C=CC=2P(C2C=CC=CC=2)C2C=CC=CC=2)C2C=CC=CC=2)=CC=1.[Cl:47][C:48]1[CH:53]=[CH:52][C:51](B(O)O)=[CH:50][C:49]=1[F:57].CO.[CH2:60]([N:67]1[CH2:71][CH:70]=[C:69]([C:72](=[O:74])[CH3:73])[CH2:68]1)[C:61]1[CH:66]=[CH:65][CH:64]=[CH:63][CH:62]=1. (7) Given the product [CH2:9]([S:8][C:5]1[CH:6]=[CH:7][C:2]([NH:1][C:27]2[CH:26]=[C:25]([F:32])[C:24]([Br:23])=[CH:29][C:28]=2[CH3:30])=[C:3](/[CH:16]=[CH:17]/[C:18]([O:20][CH2:21][CH3:22])=[O:19])[CH:4]=1)[C:10]1[CH:15]=[CH:14][CH:13]=[CH:12][CH:11]=1, predict the reactants needed to synthesize it. The reactants are: [NH2:1][C:2]1[CH:7]=[CH:6][C:5]([S:8][CH2:9][C:10]2[CH:15]=[CH:14][CH:13]=[CH:12][CH:11]=2)=[CH:4][C:3]=1/[CH:16]=[CH:17]/[C:18]([O:20][CH2:21][CH3:22])=[O:19].[Br:23][C:24]1[CH:29]=[C:28]([CH3:30])[C:27](I)=[CH:26][C:25]=1[F:32].C(=O)([O-])[O-].[Cs+].[Cs+].